This data is from Forward reaction prediction with 1.9M reactions from USPTO patents (1976-2016). The task is: Predict the product of the given reaction. (1) Given the reactants [C:1]([O:5][C:6]([N:8]1[CH2:13][CH2:12][CH:11]([N:14]2[C:18]3=[N:19][CH:20]=[N:21][C:22]([NH:23][C:24]4[CH:29]=[CH:28][C:27]([S:30]([CH3:33])(=[O:32])=[O:31])=[CH:26][CH:25]=4)=[C:17]3[CH:16]=[N:15]2)[CH2:10][CH2:9]1)=[O:7])(C)([CH3:3])[CH3:2].FC(F)(F)C(O)=O.ClC(OC(C)C)=O, predict the reaction product. The product is: [CH:1]([O:5][C:6]([N:8]1[CH2:13][CH2:12][CH:11]([N:14]2[C:18]3=[N:19][CH:20]=[N:21][C:22]([NH:23][C:24]4[CH:25]=[CH:26][C:27]([S:30]([CH3:33])(=[O:32])=[O:31])=[CH:28][CH:29]=4)=[C:17]3[CH:16]=[N:15]2)[CH2:10][CH2:9]1)=[O:7])([CH3:3])[CH3:2]. (2) The product is: [NH:23]1[C:24]2[CH:30]=[CH:29][CH:28]=[CH:27][C:25]=2[N:26]=[C:22]1[CH:19]1[CH2:20][CH2:21][N:16]([C:7]([C:4]2[CH:3]=[CH:2][C:1]([C:10]3[CH:15]=[CH:14][CH:13]=[CH:12][CH:11]=3)=[CH:6][CH:5]=2)=[O:9])[CH2:17][CH2:18]1. Given the reactants [C:1]1([C:10]2[CH:15]=[CH:14][CH:13]=[CH:12][CH:11]=2)[CH:6]=[CH:5][C:4]([C:7]([OH:9])=O)=[CH:3][CH:2]=1.[NH:16]1[CH2:21][CH2:20][CH:19]([C:22]2[NH:26][C:25]3[CH:27]=[CH:28][CH:29]=[CH:30][C:24]=3[N:23]=2)[CH2:18][CH2:17]1.Cl.CN(C)CCCN=C=NCC, predict the reaction product.